This data is from Peptide-MHC class II binding affinity with 134,281 pairs from IEDB. The task is: Regression. Given a peptide amino acid sequence and an MHC pseudo amino acid sequence, predict their binding affinity value. This is MHC class II binding data. (1) The binding affinity (normalized) is 0. The peptide sequence is FPPNGTHSWEYWGAQ. The MHC is HLA-DPA10201-DPB10101 with pseudo-sequence HLA-DPA10201-DPB10101. (2) The peptide sequence is TVWAQSADFPQFKPE. The MHC is DRB1_0101 with pseudo-sequence DRB1_0101. The binding affinity (normalized) is 0.242.